Dataset: Full USPTO retrosynthesis dataset with 1.9M reactions from patents (1976-2016). Task: Predict the reactants needed to synthesize the given product. Given the product [F:13][CH:14]([F:17])[CH2:15][O:1][C:2]1[CH:11]=[CH:10][C:5]([C:6]([O:8][CH3:9])=[O:7])=[CH:4][C:3]=1[CH3:12], predict the reactants needed to synthesize it. The reactants are: [OH:1][C:2]1[CH:11]=[CH:10][C:5]([C:6]([O:8][CH3:9])=[O:7])=[CH:4][C:3]=1[CH3:12].[F:13][CH:14]([F:17])[CH2:15]O.C1(P(C2C=CC=CC=2)C2C=CC=CC=2)C=CC=CC=1.N(C(OCC)=O)=NC(OCC)=O.